From a dataset of Peptide-MHC class II binding affinity with 134,281 pairs from IEDB. Regression. Given a peptide amino acid sequence and an MHC pseudo amino acid sequence, predict their binding affinity value. This is MHC class II binding data. (1) The peptide sequence is KRVPMALQHFGWEVM. The MHC is DRB5_0101 with pseudo-sequence DRB5_0101. The binding affinity (normalized) is 0.648. (2) The peptide sequence is MRSMPFLRKTRWTFL. The MHC is HLA-DQA10601-DQB10402 with pseudo-sequence HLA-DQA10601-DQB10402. The binding affinity (normalized) is 0.655. (3) The peptide sequence is NFISGIQYLAGLSTLPGNPA. The MHC is DRB1_0101 with pseudo-sequence DRB1_0101. The binding affinity (normalized) is 0.787. (4) The peptide sequence is PAADKFKTFEAAFTS. The MHC is DRB1_1602 with pseudo-sequence DRB1_1602. The binding affinity (normalized) is 0.717. (5) The peptide sequence is AFKVAATAANAADAN. The MHC is DRB1_0901 with pseudo-sequence DRB1_0901. The binding affinity (normalized) is 0.709. (6) The peptide sequence is GWSSLGREYAAVAEE. The MHC is DRB4_0101 with pseudo-sequence DRB4_0103. The binding affinity (normalized) is 0.434. (7) The peptide sequence is AFKVAAWAANAAPAN. The MHC is DRB1_0701 with pseudo-sequence DRB1_0701. The binding affinity (normalized) is 0.461. (8) The peptide sequence is CTNAKVTAKGVSEAN. The MHC is HLA-DQA10102-DQB10602 with pseudo-sequence HLA-DQA10102-DQB10602. The binding affinity (normalized) is 0.285.